This data is from Full USPTO retrosynthesis dataset with 1.9M reactions from patents (1976-2016). The task is: Predict the reactants needed to synthesize the given product. The reactants are: [CH2:1]([O:3][C:4]([C:6]1[CH:7]=[N:8][N:9]([C:11]2[N:20]([CH2:21][O:22][CH2:23][CH2:24][Si:25]([CH3:28])([CH3:27])[CH3:26])[C:19](=[O:29])[C:18]3[C:13](=[CH:14][CH:15]=[C:16](Br)[CH:17]=3)[N:12]=2)[CH:10]=1)=[O:5])[CH3:2].[CH:31]1(B(O)O)[CH2:33][CH2:32]1.C([O-])([O-])=O.[K+].[K+]. Given the product [CH2:1]([O:3][C:4]([C:6]1[CH:7]=[N:8][N:9]([C:11]2[N:20]([CH2:21][O:22][CH2:23][CH2:24][Si:25]([CH3:28])([CH3:27])[CH3:26])[C:19](=[O:29])[C:18]3[C:13](=[CH:14][CH:15]=[C:16]([CH:31]4[CH2:33][CH2:32]4)[CH:17]=3)[N:12]=2)[CH:10]=1)=[O:5])[CH3:2], predict the reactants needed to synthesize it.